From a dataset of Full USPTO retrosynthesis dataset with 1.9M reactions from patents (1976-2016). Predict the reactants needed to synthesize the given product. (1) Given the product [C:37]([OH:56])(=[O:55])[CH2:38][CH2:39][CH2:40][CH2:41][CH2:42][CH2:43][CH2:44][CH2:45][CH2:46][CH2:47][CH2:48][CH2:49][CH2:50][CH2:51][CH2:52][CH2:53][CH3:54].[N:67]([CH2:16][CH2:18][OH:19])([CH2:21][CH2:20][OH:36])[CH2:66][CH2:65][OH:55], predict the reactants needed to synthesize it. The reactants are: C(OC[CH:16]([CH2:18][OH:19])O)(=O)CCCCCCCCCCC.[CH2:20]([OH:36])[CH2:21]CCCCCCCCCCCCCC.[C:37]([OH:56])(=[O:55])[CH2:38][CH2:39][CH2:40][CH2:41][CH2:42][CH2:43][CH2:44][CH2:45][CH2:46][CH2:47][CH2:48][CH2:49][CH2:50][CH2:51][CH2:52][CH2:53][CH3:54].CCCCCCCC[CH2:65][CH2:66][N+:67](CCCCCCCCCC)(C)C.[Cl-]. (2) Given the product [Br:1][C:2]1[N:7]=[C:6]([CH:8]([O:13][C:15]2[CH:27]=[CH:26][C:18]([O:19][CH2:20][C:21]([O:23][CH2:24][CH3:25])=[O:22])=[C:17]([CH2:28][CH3:29])[CH:16]=2)[CH2:9][CH2:10][CH2:11][CH3:12])[CH:5]=[CH:4][CH:3]=1, predict the reactants needed to synthesize it. The reactants are: [Br:1][C:2]1[N:7]=[C:6]([CH:8]([OH:13])[CH2:9][CH2:10][CH2:11][CH3:12])[CH:5]=[CH:4][CH:3]=1.O[C:15]1[CH:27]=[CH:26][C:18]([O:19][CH2:20][C:21]([O:23][CH2:24][CH3:25])=[O:22])=[C:17]([CH2:28][CH3:29])[CH:16]=1.C1CCN(C(N=NC(N2CCCCC2)=O)=O)CC1.P(CCCC)(CCCC)CCCC. (3) Given the product [Cl:1][C:2]1[CH:3]=[CH:4][C:5]([NH:8][C:9]([C:11]2[CH:16]=[CH:15][CH:14]=[C:13]([OH:17])[C:12]=2[NH:19][C:20]([C:22]2[CH:23]=[CH:24][C:25]([C:28]#[N:29])=[CH:26][CH:27]=2)=[O:21])=[O:10])=[N:6][CH:7]=1, predict the reactants needed to synthesize it. The reactants are: [Cl:1][C:2]1[CH:3]=[CH:4][C:5]([NH:8][C:9]([C:11]2[CH:16]=[CH:15][CH:14]=[C:13]([O:17]C)[C:12]=2[NH:19][C:20]([C:22]2[CH:27]=[CH:26][C:25]([C:28]#[N:29])=[CH:24][CH:23]=2)=[O:21])=[O:10])=[N:6][CH:7]=1.B(Br)(Br)Br.